From a dataset of Full USPTO retrosynthesis dataset with 1.9M reactions from patents (1976-2016). Predict the reactants needed to synthesize the given product. Given the product [CH2:1]([O:3][C:4]([C:6]1[N:7]=[C:8]([C:12]2[CH:13]=[CH:14][C:15]([O:18][CH3:19])=[CH:16][CH:17]=2)[O:9][C:10]=1[CH2:11][Br:32])=[O:5])[CH3:2], predict the reactants needed to synthesize it. The reactants are: [CH2:1]([O:3][C:4]([C:6]1[N:7]=[C:8]([C:12]2[CH:17]=[CH:16][C:15]([O:18][CH3:19])=[CH:14][CH:13]=2)[O:9][C:10]=1[CH3:11])=[O:5])[CH3:2].N(C(C)(C)C#N)=NC(C)(C)C#N.[Br:32]N1C(=O)CCC1=O.